This data is from Forward reaction prediction with 1.9M reactions from USPTO patents (1976-2016). The task is: Predict the product of the given reaction. (1) The product is: [CH2:1]([C@H:8]([NH:30][C:31](=[O:38])[O:32][C@H:33]1[CH2:37][CH2:36][O:35][CH2:34]1)[C@@H:9]([OH:29])[CH:10]([NH:17][S:18]([C:21]1[CH:22]=[CH:23][C:24]([O:27][CH3:28])=[CH:25][CH:26]=1)(=[O:20])=[O:19])[O:11][CH:12]1[CH2:13][CH2:14][CH2:15][CH2:16]1)[C:2]1[CH:3]=[CH:4][CH:5]=[CH:6][CH:7]=1. Given the reactants [CH2:1]([C@H:8]([NH:30][C:31](=[O:38])[O:32][CH:33]1[CH2:37][CH2:36][O:35][CH2:34]1)[C@@H:9]([OH:29])[CH:10]([NH:17][S:18]([C:21]1[CH:26]=[CH:25][C:24]([O:27][CH3:28])=[CH:23][CH:22]=1)(=[O:20])=[O:19])[O:11][CH:12]1[CH2:16][CH2:15][CH2:14][CH2:13]1)[C:2]1[CH:7]=[CH:6][CH:5]=[CH:4][CH:3]=1.C(=O)(O[C@H]1CCOC1)ON1C(=O)CCC1=O.N[C@@H](CC1C=CC=CC=1)[C@H](O)CN(OC1CCCC1)S(C1C=CC(OC)=CC=1)(=O)=O.C(N(CC)C(C)C)(C)C, predict the reaction product. (2) Given the reactants F[C:2]1[CH:9]=[CH:8][C:5]([C:6]#[N:7])=[CH:4][CH:3]=1.[NH2:10][CH2:11][CH2:12][CH2:13][OH:14], predict the reaction product. The product is: [OH:14][CH2:13][CH2:12][CH2:11][NH:10][C:2]1[CH:9]=[CH:8][C:5]([C:6]#[N:7])=[CH:4][CH:3]=1. (3) Given the reactants Cl[C:2]1[N:11]=[C:10]([CH3:12])[C:9]([F:13])=[CH:8][C:3]=1[C:4]([O:6][CH3:7])=[O:5].[CH3:14][O-:15].[Na+].O, predict the reaction product. The product is: [F:13][C:9]1[C:10]([CH3:12])=[N:11][C:2]([O:15][CH3:14])=[C:3]([CH:8]=1)[C:4]([O:6][CH3:7])=[O:5]. (4) Given the reactants [Cl:1][C:2]1[CH:10]=[C:9]([I:11])[CH:8]=[C:7]([Cl:12])[C:3]=1[C:4](Cl)=[O:5].[F:13][C:14]1[CH:15]=[N:16][CH:17]=[C:18]([F:21])[C:19]=1[NH2:20].O1CCOCC1, predict the reaction product. The product is: [Cl:1][C:2]1[CH:10]=[C:9]([I:11])[CH:8]=[C:7]([Cl:12])[C:3]=1[C:4]([NH:20][C:19]1[C:18]([F:21])=[CH:17][N:16]=[CH:15][C:14]=1[F:13])=[O:5]. (5) Given the reactants [OH-].[Na+].C[O:4][C:5](=[O:32])[CH2:6][C:7]1[CH:12]=[CH:11][C:10]([O:13][C:14]2[C:23]3[CH2:22][C:21]([F:25])([F:24])[CH2:20][CH2:19][C:18]=3[N:17]=[C:16]([C:26]3[S:27][C:28]([Cl:31])=[CH:29][CH:30]=3)[N:15]=2)=[CH:9][CH:8]=1, predict the reaction product. The product is: [Cl:31][C:28]1[S:27][C:26]([C:16]2[N:15]=[C:14]([O:13][C:10]3[CH:11]=[CH:12][C:7]([CH2:6][C:5]([OH:32])=[O:4])=[CH:8][CH:9]=3)[C:23]3[CH2:22][C:21]([F:24])([F:25])[CH2:20][CH2:19][C:18]=3[N:17]=2)=[CH:30][CH:29]=1. (6) Given the reactants [Cl:1][C:2]1[CH:7]=[C:6]([F:8])[CH:5]=[CH:4][C:3]=1[C:9]1[NH:13][C:12]2[C:14]([OH:21])=[CH:15][CH:16]=[C:17]([C:18]([OH:20])=[O:19])[C:11]=2[N:10]=1.OS(O)(=O)=O.[CH3:27]O, predict the reaction product. The product is: [CH3:27][O:19][C:18]([C:17]1[C:11]2[N:10]=[C:9]([C:3]3[CH:4]=[CH:5][C:6]([F:8])=[CH:7][C:2]=3[Cl:1])[NH:13][C:12]=2[C:14]([OH:21])=[CH:15][CH:16]=1)=[O:20]. (7) Given the reactants [C:1](#[N:5])[CH2:2][C:3]#[N:4].[CH3:6][C:7]1[C:14]([C:15]([F:18])([F:17])[F:16])=[CH:13][CH:12]=[CH:11][C:8]=1[CH:9]=O.[BH4-].[Na+].Cl, predict the reaction product. The product is: [CH3:6][C:7]1[C:14]([C:15]([F:16])([F:17])[F:18])=[CH:13][CH:12]=[CH:11][C:8]=1[CH2:9][CH:2]([C:1]#[N:5])[C:3]#[N:4]. (8) Given the reactants [Cl:1][C:2]1[CH:7]=[CH:6][CH:5]=[CH:4][C:3]=1[CH:8]([C:20]1[CH:28]=[CH:27][C:23]([C:24](O)=[O:25])=[C:22]([F:29])[CH:21]=1)[CH2:9][C:10]([C:12]1[CH:17]=[CH:16][C:15](=[O:18])[N:14]([CH3:19])[CH:13]=1)=[O:11].Cl.[CH3:31][O:32][C:33]([C@H:35]1[CH2:40][CH2:39][C@H:38]([NH2:41])[CH2:37][CH2:36]1)=[O:34].CN([P+](ON1N=NC2C=CC=CC1=2)(N(C)C)N(C)C)C.F[P-](F)(F)(F)(F)F, predict the reaction product. The product is: [CH3:31][O:32][C:33]([C@H:35]1[CH2:40][CH2:39][C@H:38]([NH:41][C:24](=[O:25])[C:23]2[CH:27]=[CH:28][C:20]([CH:8]([C:3]3[CH:4]=[CH:5][CH:6]=[CH:7][C:2]=3[Cl:1])[CH2:9][C:10]([C:12]3[CH:17]=[CH:16][C:15](=[O:18])[N:14]([CH3:19])[CH:13]=3)=[O:11])=[CH:21][C:22]=2[F:29])[CH2:37][CH2:36]1)=[O:34].